This data is from CYP2C9 inhibition data for predicting drug metabolism from PubChem BioAssay. The task is: Regression/Classification. Given a drug SMILES string, predict its absorption, distribution, metabolism, or excretion properties. Task type varies by dataset: regression for continuous measurements (e.g., permeability, clearance, half-life) or binary classification for categorical outcomes (e.g., BBB penetration, CYP inhibition). Dataset: cyp2c9_veith. (1) The compound is O=c1c(-c2cccc(F)c2)nc2cncnc2n1C1CC1. The result is 0 (non-inhibitor). (2) The molecule is COc1ccc(CCN=c2c([N+](=O)[O-])nn(-c3ccccc3)n2O)cc1OC. The result is 0 (non-inhibitor).